Dataset: Forward reaction prediction with 1.9M reactions from USPTO patents (1976-2016). Task: Predict the product of the given reaction. (1) Given the reactants [OH:1][CH2:2][C:3]1([CH2:16][OH:17])[C:15]2[CH:14]=[CH:13][CH:12]=[CH:11][C:10]=2[C:9]2[C:4]1=[CH:5][CH:6]=[CH:7][CH:8]=2.C(N([CH2:23][CH3:24])CC)C.[CH2:25]([Si:27](Cl)([CH2:30][CH3:31])[CH2:28][CH3:29])[CH3:26], predict the reaction product. The product is: [CH2:25]([Si:27]([CH2:23][CH3:24])([CH2:28][CH3:29])[O:1][CH2:2][C:3]1([CH2:16][O:17][Si:27]([CH2:30][CH3:31])([CH2:28][CH3:29])[CH2:25][CH3:26])[C:15]2[CH:14]=[CH:13][CH:12]=[CH:11][C:10]=2[C:9]2[C:4]1=[CH:5][CH:6]=[CH:7][CH:8]=2)[CH3:26]. (2) Given the reactants [NH2:1][C:2]1[C:7]([F:8])=[CH:6][N:5]=[C:4]([OH:9])[N:3]=1.CC#N.[C:13](=[S:22])(Cl)[O:14][C:15]1[CH:20]=[CH:19][CH:18]=[CH:17][CH:16]=1, predict the reaction product. The product is: [NH2:1][C:2]1[C:7]([F:8])=[CH:6][N:5]([C:13](=[S:22])[O:14][C:15]2[CH:20]=[CH:19][CH:18]=[CH:17][CH:16]=2)[C:4](=[O:9])[N:3]=1. (3) Given the reactants OCl.[Br:3][C:4]1[CH:5]=[CH:6][C:7]([O:12][CH2:13][CH:14]2[CH2:19][CH2:18][NH:17][CH2:16][CH2:15]2)=[C:8]([CH:11]=1)[C:9]#[N:10].[CH3:20][C:21]1([CH3:24])[CH2:23][O:22]1.C([O-])([O-])=O.[K+].[K+].CCO, predict the reaction product. The product is: [Br:3][C:4]1[CH:5]=[CH:6][C:7]([O:12][CH2:13][CH:14]2[CH2:15][CH2:16][N:17]([CH2:20][C:21]([OH:22])([CH3:24])[CH3:23])[CH2:18][CH2:19]2)=[C:8]([CH:11]=1)[C:9]#[N:10]. (4) Given the reactants [CH2:1]([S:3]([C:6]1[CH:11]=[CH:10][C:9]([CH:12]([CH2:16][CH:17]2[CH2:22][CH2:21][O:20][CH2:19][CH2:18]2)[C:13](O)=[O:14])=[CH:8][CH:7]=1)(=[O:5])=[O:4])[CH3:2].Cl.CONC.Cl.CN(C)[CH2:31][CH2:32]CN=C=NCC.ON1C2C=CC=CC=2N=N1, predict the reaction product. The product is: [CH2:1]([S:3]([C:6]1[CH:11]=[CH:10][C:9]([CH:12]([CH2:16][CH:17]2[CH2:22][CH2:21][O:20][CH2:19][CH2:18]2)[C:13](=[O:14])[CH:31]=[CH2:32])=[CH:8][CH:7]=1)(=[O:5])=[O:4])[CH3:2]. (5) Given the reactants [Cl:1][C:2]1[CH:3]=[C:4]([CH:9]2[CH2:13][C:12]3([CH2:18][CH2:17][N:16](C(OC(C)(C)C)=O)[CH2:15][CH2:14]3)[O:11][CH2:10]2)[CH:5]=[CH:6][C:7]=1[Cl:8].Cl.O1CCOCC1, predict the reaction product. The product is: [ClH:1].[Cl:1][C:2]1[CH:3]=[C:4]([CH:9]2[CH2:13][C:12]3([CH2:18][CH2:17][NH:16][CH2:15][CH2:14]3)[O:11][CH2:10]2)[CH:5]=[CH:6][C:7]=1[Cl:8]. (6) Given the reactants [CH2:1]=[C:2]1[C:7](=[O:8])[CH:6]2[CH2:9][CH2:10][N:3]1[CH2:4][CH2:5]2.ClCCl, predict the reaction product. The product is: [CH2:7]([O:8][CH2:1][CH:2]1[C:7](=[O:8])[CH:6]2[CH2:9][CH2:10][N:3]1[CH2:4][CH2:5]2)[CH2:6][CH3:5]. (7) Given the reactants [NH2:1][C:2]1[CH:3]=[CH:4][C:5]([F:18])=[C:6]([C@:8]2([CH3:17])[C:13]([F:15])([F:14])[CH2:12][O:11][C:10]([NH2:16])=[N:9]2)[CH:7]=1.[F:19][CH:20]([F:31])[O:21][C:22]1[CH:23]=[CH:24][C:25]([C:28](O)=[O:29])=[N:26][CH:27]=1, predict the reaction product. The product is: [NH2:16][C:10]1[O:11][CH2:12][C:13]([F:14])([F:15])[C@:8]([C:6]2[CH:7]=[C:2]([NH:1][C:28]([C:25]3[CH:24]=[CH:23][C:22]([O:21][CH:20]([F:31])[F:19])=[CH:27][N:26]=3)=[O:29])[CH:3]=[CH:4][C:5]=2[F:18])([CH3:17])[N:9]=1. (8) Given the reactants [C:1]1([C:7]2[C:12]([C:13]([O:15]CC)=[O:14])=[CH:11][N:10]=[C:9]([NH:18][CH2:19][C:20]3[S:21][CH:22]=[CH:23][CH:24]=3)[N:8]=2)[CH:6]=[CH:5][CH:4]=[CH:3][CH:2]=1.[OH-].[K+], predict the reaction product. The product is: [C:1]1([C:7]2[C:12]([C:13]([OH:15])=[O:14])=[CH:11][N:10]=[C:9]([NH:18][CH2:19][C:20]3[S:21][CH:22]=[CH:23][CH:24]=3)[N:8]=2)[CH:2]=[CH:3][CH:4]=[CH:5][CH:6]=1. (9) Given the reactants [F:1][C:2]1[CH:19]=[CH:18][C:5]([CH2:6][NH:7][C:8]([C:10]2[C:15]([OH:16])=[C:14](Cl)[CH:13]=[CH:12][N:11]=2)=[O:9])=[CH:4][CH:3]=1.[Na+].[I-:21].I.C(=O)(O)[O-].[Na+], predict the reaction product. The product is: [F:1][C:2]1[CH:19]=[CH:18][C:5]([CH2:6][NH:7][C:8]([C:10]2[C:15]([OH:16])=[C:14]([I:21])[CH:13]=[CH:12][N:11]=2)=[O:9])=[CH:4][CH:3]=1. (10) Given the reactants F[B-](F)(F)F.N1(OC(N(C)C)=[N+](C)C)C2C=CC=CC=2N=N1.[O:23]1[C:27]([C:28]2[CH:36]=[CH:35][C:31]([C:32]([OH:34])=O)=[CH:30][CH:29]=2)=[CH:26][N:25]=[CH:24]1.C(N(CC)C(C)C)(C)C.C(OC([N:53]1[CH2:58][CH2:57][CH:56]([NH:59][CH:60]2[CH2:62][CH2:61]2)[CH2:55][CH2:54]1)=O)(C)(C)C.C, predict the reaction product. The product is: [CH:60]1([N:59]([CH:56]2[CH2:57][CH2:58][NH:53][CH2:54][CH2:55]2)[C:32](=[O:34])[C:31]2[CH:30]=[CH:29][C:28]([C:27]3[O:23][CH:24]=[N:25][CH:26]=3)=[CH:36][CH:35]=2)[CH2:62][CH2:61]1.